From a dataset of Catalyst prediction with 721,799 reactions and 888 catalyst types from USPTO. Predict which catalyst facilitates the given reaction. (1) Reactant: P(Cl)(Cl)(Cl)=O.CN(C)C=O.[F:11][C:12]1[CH:13]=[CH:14][C:15]([O:21][CH3:22])=[C:16]([CH:20]=1)[C:17]([NH2:19])=O. Product: [F:11][C:12]1[CH:13]=[CH:14][C:15]([O:21][CH3:22])=[C:16]([CH:20]=1)[C:17]#[N:19]. The catalyst class is: 6. (2) Reactant: [CH:1]1([CH2:6][C@H:7]([NH:10][C:11](=[O:17])[O:12][C:13]([CH3:16])([CH3:15])[CH3:14])[CH2:8][OH:9])[CH2:5][CH2:4][CH2:3][CH2:2]1.[CH3:18][S:19](Cl)(=[O:21])=[O:20].O. Product: [CH3:18][S:19]([O:9][CH2:8][C@@H:7]([NH:10][C:11]([O:12][C:13]([CH3:14])([CH3:16])[CH3:15])=[O:17])[CH2:6][CH:1]1[CH2:2][CH2:3][CH2:4][CH2:5]1)(=[O:21])=[O:20]. The catalyst class is: 2.